Dataset: Reaction yield outcomes from USPTO patents with 853,638 reactions. Task: Predict the reaction yield, written as a fraction of the theoretical maximum amount of product (1.0 means a 100% yield; for example, 0.34 means a 34% yield). The yield is 0.910. The catalyst is O1CCCC1. The reactants are [C:12]([O:11][C:9](O[C:9]([O:11][C:12]([CH3:15])([CH3:14])[CH3:13])=[O:10])=[O:10])([CH3:15])([CH3:14])[CH3:13].[NH2:16][C:17]1[CH:18]=[C:19]([OH:23])[CH:20]=[CH:21][CH:22]=1. The product is [C:12]([O:11][C:9](=[O:10])[NH:16][C:17]1[CH:22]=[CH:21][CH:20]=[C:19]([OH:23])[CH:18]=1)([CH3:13])([CH3:14])[CH3:15].